Dataset: Forward reaction prediction with 1.9M reactions from USPTO patents (1976-2016). Task: Predict the product of the given reaction. (1) Given the reactants [Si]([O:8][CH2:9][C@@H:10]1[C@@H:14]([O:15][Si:16]([CH:23]([CH3:25])[CH3:24])([CH:20]([CH3:22])[CH3:21])[CH:17]([CH3:19])[CH3:18])[CH2:13][C@H:12]([NH:26][C:27]2[C:32]([C:33]([C:35]3[S:36][C:37]([CH3:42])=[C:38]([CH2:40][Cl:41])[CH:39]=3)=[O:34])=[CH:31][N:30]=[CH:29][N:28]=2)[CH2:11]1)(C(C)(C)C)(C)C.Cl.CCO.C([O-])(O)=O.[Na+], predict the reaction product. The product is: [Cl:41][CH2:40][C:38]1[CH:39]=[C:35]([C:33]([C:32]2[C:27]([NH:26][C@H:12]3[CH2:13][C@H:14]([O:15][Si:16]([CH:23]([CH3:25])[CH3:24])([CH:20]([CH3:21])[CH3:22])[CH:17]([CH3:18])[CH3:19])[C@@H:10]([CH2:9][OH:8])[CH2:11]3)=[N:28][CH:29]=[N:30][CH:31]=2)=[O:34])[S:36][C:37]=1[CH3:42]. (2) Given the reactants [C:1]([Si:5]([CH3:36])([CH3:35])[O:6][CH:7]([CH2:11][CH2:12][CH:13]1[CH:22]([S:23]([C:26]2[CH:31]=[CH:30][C:29]([Cl:32])=[CH:28][CH:27]=2)(=[O:25])=[O:24])[C:21]2[C:16](=[C:17]([F:34])[CH:18]=[CH:19][C:20]=2[F:33])[O:15][CH2:14]1)[CH2:8][CH2:9]O)([CH3:4])([CH3:3])[CH3:2].CCN(CC)CC.CS(Cl)(=O)=O.CC([O-])(C)C.[K+], predict the reaction product. The product is: [C:1]([Si:5]([O:6][CH:7]1[CH2:11][CH2:12][CH:13]2[CH2:14][O:15][C:16]3[C:21]([C:22]2([S:23]([C:26]2[CH:27]=[CH:28][C:29]([Cl:32])=[CH:30][CH:31]=2)(=[O:24])=[O:25])[CH2:9][CH2:8]1)=[C:20]([F:33])[CH:19]=[CH:18][C:17]=3[F:34])([CH3:36])[CH3:35])([CH3:2])([CH3:4])[CH3:3]. (3) Given the reactants [F:1][CH:2]([F:13])[O:3][C:4]1[CH:11]=[CH:10][C:7]([CH:8]=[O:9])=[CH:6][C:5]=1[OH:12].C(=O)([O-])[O-].[K+].[K+].BrC[CH2:22][CH:23]1[CH2:25][CH2:24]1, predict the reaction product. The product is: [CH:23]1([CH2:22][O:12][C:5]2[CH:6]=[C:7]([CH:10]=[CH:11][C:4]=2[O:3][CH:2]([F:13])[F:1])[CH:8]=[O:9])[CH2:25][CH2:24]1. (4) The product is: [F:12][C:10]1[CH:11]=[C:2]([S:20][C:14]2[CH:19]=[CH:18][CH:17]=[CH:16][CH:15]=2)[CH:3]=[C:4]2[C:9]=1[C:8](=[O:13])[CH2:7][CH2:6][CH2:5]2. Given the reactants F[C:2]1[CH:3]=[C:4]2[C:9](=[C:10]([F:12])[CH:11]=1)[C:8](=[O:13])[CH2:7][CH2:6][CH2:5]2.[C:14]1([S-:20])[CH:19]=[CH:18][CH:17]=[CH:16][CH:15]=1.[K+], predict the reaction product. (5) Given the reactants [NH2:1][C:2]1[C:7]2=[C:8]([C:21]3[S:22][C:23]4[C:29]([O:30][CH3:31])=[CH:28][C:27]([CH3:32])=[CH:26][C:24]=4[CH:25]=3)[C:9]([CH2:13][N:14]3[CH2:19][CH2:18][NH:17][C:16](=[O:20])[CH2:15]3)=[C:10]([CH2:11][OH:12])[N:6]2[N:5]=[CH:4][N:3]=1.S(Cl)(Cl)=O.[CH3:37]O.C[O-].[Na+], predict the reaction product. The product is: [NH2:1][C:2]1[C:7]2=[C:8]([C:21]3[S:22][C:23]4[C:29]([O:30][CH3:31])=[CH:28][C:27]([CH3:32])=[CH:26][C:24]=4[CH:25]=3)[C:9]([CH2:13][N:14]3[CH2:19][CH2:18][NH:17][C:16](=[O:20])[CH2:15]3)=[C:10]([CH2:11][O:12][CH3:37])[N:6]2[N:5]=[CH:4][N:3]=1. (6) Given the reactants Cl[C:2]1[N:3]=[N:4][C:5]([N:8]2[CH:12]=[CH:11][N:10]=[CH:9]2)=[CH:6][CH:7]=1.Cl.[NH:14]1[CH2:18][CH2:17][C:16]2([C:22]3[CH:23]=[CH:24][CH:25]=[CH:26][C:21]=3[CH2:20][O:19]2)[CH2:15]1, predict the reaction product. The product is: [N:8]1([C:5]2[N:4]=[N:3][C:2]([N:14]3[CH2:18][CH2:17][C:16]4([C:22]5[CH:23]=[CH:24][CH:25]=[CH:26][C:21]=5[CH2:20][O:19]4)[CH2:15]3)=[CH:7][CH:6]=2)[CH:12]=[CH:11][N:10]=[CH:9]1. (7) The product is: [CH3:9][C:8]1[CH:7]=[C:6]([CH3:10])[NH:5][C:4](=[O:11])[C:3]=1[CH2:2][NH:1][C:24]([C:14]1[CH:15]=[N:16][N:17]([C:18]2[CH:23]=[CH:22][CH:21]=[CH:20][CH:19]=2)[C:13]=1[CH3:12])=[O:25]. Given the reactants [NH2:1][CH2:2][C:3]1[C:4](=[O:11])[NH:5][C:6]([CH3:10])=[CH:7][C:8]=1[CH3:9].[CH3:12][C:13]1[N:17]([C:18]2[CH:23]=[CH:22][CH:21]=[CH:20][CH:19]=2)[N:16]=[CH:15][C:14]=1[C:24](O)=[O:25].C(N(CC)CC)C, predict the reaction product. (8) Given the reactants [OH-].[Na+].[Br:3][C:4]1[S:8][CH:7]=[C:6]([C:9]([O:11]CC)=[O:10])[CH:5]=1.Cl, predict the reaction product. The product is: [Br:3][C:4]1[S:8][CH:7]=[C:6]([C:9]([OH:11])=[O:10])[CH:5]=1.